Dataset: Forward reaction prediction with 1.9M reactions from USPTO patents (1976-2016). Task: Predict the product of the given reaction. (1) Given the reactants [C:1]([O:5][C:6]([NH:8][C@@H:9]([CH2:14][CH2:15][CH2:16][C@H:17]([CH2:27][CH2:28][S:29][CH3:30])[C@@H:18]([O:22][CH2:23][CH:24]([CH3:26])[CH3:25])[C@@H:19]([OH:21])[CH3:20])[C:10]([O:12]C)=[O:11])=[O:7])([CH3:4])([CH3:3])[CH3:2].O[Li].O, predict the reaction product. The product is: [C:1]([O:5][C:6]([NH:8][C@@H:9]([CH2:14][CH2:15][CH2:16][C@H:17]([CH2:27][CH2:28][S:29][CH3:30])[C@@H:18]([O:22][CH2:23][CH:24]([CH3:25])[CH3:26])[C@@H:19]([OH:21])[CH3:20])[C:10]([OH:12])=[O:11])=[O:7])([CH3:2])([CH3:4])[CH3:3]. (2) Given the reactants [C:1]([N:9]1[CH2:22][CH2:21][C:20]2[C:19]3[C:14](=[CH:15][CH:16]=[C:17]4[O:26][C:25]([CH3:28])([CH3:27])[CH:24]=[CH:23][C:18]4=3)[NH:13][C:12]=2[CH2:11][CH2:10]1)(=O)[C:2]1[CH:7]=[CH:6][CH:5]=[CH:4][CH:3]=1.[H-].[Al+3].[Li+].[H-].[H-].[H-].O.[OH-].[Na+], predict the reaction product. The product is: [CH2:1]([N:9]1[CH2:22][CH2:21][C:20]2[C:19]3[C:14](=[CH:15][CH:16]=[C:17]4[O:26][C:25]([CH3:28])([CH3:27])[CH:24]=[CH:23][C:18]4=3)[NH:13][C:12]=2[CH2:11][CH2:10]1)[C:2]1[CH:3]=[CH:4][CH:5]=[CH:6][CH:7]=1. (3) Given the reactants [F:1][C:2]([F:11])([F:10])[C:3](=O)[CH2:4][C:5](=O)[CH2:6][CH3:7].O.[NH2:13][NH2:14], predict the reaction product. The product is: [CH2:6]([C:5]1[NH:14][N:13]=[C:3]([C:2]([F:11])([F:10])[F:1])[CH:4]=1)[CH3:7]. (4) The product is: [CH:1]1([C:4]2[C:5]([C:6]([O:8][CH3:9])=[O:7])=[CH:16][NH:14][N:20]=2)[CH2:3][CH2:2]1. Given the reactants [CH:1]1([C:4](=O)[CH2:5][C:6]([O:8][CH3:9])=[O:7])[CH2:3][CH2:2]1.COC(OC)[N:14]([CH3:16])C.O.[NH2:20]N, predict the reaction product. (5) Given the reactants [C:1]1(=O)[O:6][C:4](=[O:5])[C:3]2=[CH:7][CH:8]=[CH:9][CH:10]=[C:2]12.[C:12]1([OH:18])[CH:17]=[CH:16][CH:15]=[CH:14][CH:13]=1.ClS(O)(=O)=O.[CH3:24][OH:25], predict the reaction product. The product is: [CH:8]1[CH:9]=[CH:10][C:2]2[C:1]([C:2]3[CH:10]=[CH:9][C:24]([OH:25])=[CH:4][CH:3]=3)([C:15]3[CH:14]=[CH:13][C:12]([OH:18])=[CH:17][CH:16]=3)[O:6][C:4](=[O:5])[C:3]=2[CH:7]=1. (6) Given the reactants C(OC(=O)[NH:7][C:8]1([C:12]2[CH:17]=[CH:16][C:15]([C:18]3[C:27]([C:28]4[CH:33]=[CH:32][CH:31]=[CH:30][CH:29]=4)=[CH:26][C:25]4[C:24]5=[N:34][NH:35][C:36]([NH:37][CH3:38])=[C:23]5[CH2:22][CH2:21][C:20]=4[N:19]=3)=[CH:14][CH:13]=2)[CH2:11][CH2:10][CH2:9]1)(C)(C)C, predict the reaction product. The product is: [NH2:7][C:8]1([C:12]2[CH:13]=[CH:14][C:15]([C:18]3[C:27]([C:28]4[CH:29]=[CH:30][CH:31]=[CH:32][CH:33]=4)=[CH:26][C:25]4[C:24]5=[N:34][NH:35][C:36]([NH:37][CH3:38])=[C:23]5[CH2:22][CH2:21][C:20]=4[N:19]=3)=[CH:16][CH:17]=2)[CH2:11][CH2:10][CH2:9]1. (7) The product is: [C:1]([O:5][C:6]([N:8]1[CH2:13][CH2:12][N:11]([C:14]2[N:15]=[C:16]([C:29]3[CH:28]=[CH:27][N:26]=[C:25]([F:24])[CH:30]=3)[CH:17]=[C:18]([N+:20]([O-:22])=[O:21])[CH:19]=2)[CH2:10][CH2:9]1)=[O:7])([CH3:4])([CH3:3])[CH3:2]. Given the reactants [C:1]([O:5][C:6]([N:8]1[CH2:13][CH2:12][N:11]([C:14]2[CH:19]=[C:18]([N+:20]([O-:22])=[O:21])[CH:17]=[C:16](Br)[N:15]=2)[CH2:10][CH2:9]1)=[O:7])([CH3:4])([CH3:3])[CH3:2].[F:24][C:25]1[CH:30]=[C:29](B(O)O)[CH:28]=[CH:27][N:26]=1.C([O-])([O-])=O.[Na+].[Na+].COCCOC, predict the reaction product. (8) Given the reactants [F:1][C:2]1[CH:3]=[C:4]([CH:7]=[CH:8][C:9]=1[N:10]1[CH:14]=[CH:13][CH:12]=[N:11]1)[CH:5]=O.N1(C2C=C[C:23]([CH:24]=[O:25])=CC=2)C=CC=N1, predict the reaction product. The product is: [F:1][C:2]1[CH:3]=[C:4]([CH:5]=[CH:23][CH:24]=[O:25])[CH:7]=[CH:8][C:9]=1[N:10]1[CH:14]=[CH:13][CH:12]=[N:11]1. (9) Given the reactants Cl[C:2]1[C:7]([N+:8]([O-:10])=[O:9])=[CH:6][CH:5]=[C:4]([Cl:11])[C:3]=1[S:12]([N:15]1[CH2:20][CH2:19][O:18][CH2:17][CH2:16]1)(=[O:14])=[O:13].[H-].[Na+].[OH2:23], predict the reaction product. The product is: [Cl:11][C:4]1[C:3]([S:12]([N:15]2[CH2:20][CH2:19][O:18][CH2:17][CH2:16]2)(=[O:14])=[O:13])=[C:2]([OH:23])[C:7]([N+:8]([O-:10])=[O:9])=[CH:6][CH:5]=1.